This data is from Forward reaction prediction with 1.9M reactions from USPTO patents (1976-2016). The task is: Predict the product of the given reaction. Given the reactants C[O:2][C:3]1[CH:8]=[C:7]([C:9]2[CH:14]=[CH:13][N:12]=[CH:11][CH:10]=2)[N:6]=[C:5](S(C)(=O)=O)[N:4]=1.[NH2:19][C:20]1[CH:21]=[C:22]([CH:28]=[CH:29][CH:30]=1)[C:23]([O:25][CH2:26][CH3:27])=[O:24], predict the reaction product. The product is: [O:2]=[C:3]1[CH:8]=[C:7]([C:9]2[CH:14]=[CH:13][N:12]=[CH:11][CH:10]=2)[NH:6][C:5]([NH:19][C:20]2[CH:21]=[C:22]([CH:28]=[CH:29][CH:30]=2)[C:23]([O:25][CH2:26][CH3:27])=[O:24])=[N:4]1.